Predict the reactants needed to synthesize the given product. From a dataset of Full USPTO retrosynthesis dataset with 1.9M reactions from patents (1976-2016). (1) Given the product [F:1][C:2]([F:7])([F:6])[C:3]([OH:5])=[O:4].[O:42]=[S:39]1(=[O:43])[CH2:40][CH2:41][N:36]([CH2:35][C:32]2[CH:33]=[CH:34][C:29]([CH2:28][NH:27][C:26]3[C:22]([C:17]4[N:16]([C:11]5[CH:12]=[CH:13][C:14]([F:15])=[C:9]([CH:10]=5)[C:44]#[N:45])[C:20](=[O:21])[O:19][N:18]=4)=[N:23][O:24][N:25]=3)=[CH:30][CH:31]=2)[CH2:37][CH2:38]1, predict the reactants needed to synthesize it. The reactants are: [F:1][C:2]([F:7])([F:6])[C:3]([OH:5])=[O:4].Br[C:9]1[CH:10]=[C:11]([N:16]2[C:20](=[O:21])[O:19][N:18]=[C:17]2[C:22]2[C:26]([NH:27][CH2:28][C:29]3[CH:34]=[CH:33][C:32]([CH2:35][N:36]4[CH2:41][CH2:40][S:39](=[O:43])(=[O:42])[CH2:38][CH2:37]4)=[CH:31][CH:30]=3)=[N:25][O:24][N:23]=2)[CH:12]=[CH:13][C:14]=1[F:15].[CH3:44][N:45](C)C=O. (2) Given the product [OH:30][C:24]1([C:22]2[S:23][C:19]([C:4]3[CH:5]=[C:6]([NH:8][C:9]4[N:14]=[C:13]([C:15]([F:17])([F:18])[F:16])[CH:12]=[CH:11][N:10]=4)[CH:7]=[C:2]([CH3:1])[CH:3]=3)=[CH:20][N:21]=2)[CH2:25][CH2:26][N:27]([C:42]([NH:41][CH3:40])=[O:43])[CH2:28][CH2:29]1, predict the reactants needed to synthesize it. The reactants are: [CH3:1][C:2]1[CH:3]=[C:4]([C:19]2[S:23][C:22]([C:24]3([OH:30])[CH2:29][CH2:28][NH:27][CH2:26][CH2:25]3)=[N:21][CH:20]=2)[CH:5]=[C:6]([NH:8][C:9]2[N:14]=[C:13]([C:15]([F:18])([F:17])[F:16])[CH:12]=[CH:11][N:10]=2)[CH:7]=1.C(N(CC)C(C)C)(C)C.[CH3:40][N:41]=[C:42]=[O:43]. (3) Given the product [ClH:27].[ClH:27].[CH2:1]([O:3][C:4]([C@@H:6]1[CH2:15][C@@H:14]2[C@@H:9]([CH2:10][CH2:11][C@H:12]([CH2:16][N:17]3[CH:21]=[C:20]([C:22]([O:24][CH2:25][CH3:26])=[O:23])[N:19]=[CH:18]3)[CH2:13]2)[CH2:8][NH:7]1)=[O:5])[CH3:2], predict the reactants needed to synthesize it. The reactants are: [CH2:1]([O:3][C:4]([C@@H:6]1[CH2:15][C@@H:14]2[C@@H:9]([CH2:10][CH2:11][C@H:12]([CH2:16][N:17]3[CH:21]=[C:20]([C:22]([O:24][CH2:25][CH3:26])=[O:23])[N:19]=[CH:18]3)[CH2:13]2)[CH2:8][NH:7]1)=[O:5])[CH3:2].[ClH:27]. (4) Given the product [N+:1]([C:11]1[C:12]([NH:14][C:15](=[O:17])[CH3:16])=[CH:13][C:8]2[O:7][CH2:6][O:5][C:9]=2[CH:10]=1)([O-:4])=[O:2], predict the reactants needed to synthesize it. The reactants are: [N+:1]([O-:4])(O)=[O:2].[O:5]1[C:9]2[CH:10]=[CH:11][C:12]([NH:14][C:15](=[O:17])[CH3:16])=[CH:13][C:8]=2[O:7][CH2:6]1. (5) Given the product [CH3:12][O:11][C:8]1[CH:9]=[CH:10][C:5]2[N:6]([C:2]([CH3:27])=[C:3]([C:13]3[CH:14]=[CH:15][C:16]([CH3:26])=[C:17]([NH:19][C:20](=[O:25])[C:21]([CH3:24])([CH3:23])[CH3:22])[CH:18]=3)[N:4]=2)[N:7]=1, predict the reactants needed to synthesize it. The reactants are: Br[C:2]1[N:6]2[N:7]=[C:8]([O:11][CH3:12])[CH:9]=[CH:10][C:5]2=[N:4][C:3]=1[C:13]1[CH:14]=[CH:15][C:16]([CH3:26])=[C:17]([NH:19][C:20](=[O:25])[C:21]([CH3:24])([CH3:23])[CH3:22])[CH:18]=1.[CH3:27]B(O)O.P([O-])([O-])([O-])=O.[K+].[K+].[K+].C1(P(C2CCCCC2)C2C=CC=CC=2C2C(OC)=CC=CC=2OC)CCCCC1. (6) Given the product [NH2:1][C:2]1[CH:7]=[CH:6][C:5]([O:8][S:9]([C:12]2[CH:17]=[CH:16][C:15]([NH:26][CH2:25][CH:22]3[CH2:24][CH2:23]3)=[CH:14][CH:13]=2)(=[O:11])=[O:10])=[CH:4][C:3]=1[N+:19]([O-:21])=[O:20], predict the reactants needed to synthesize it. The reactants are: [NH2:1][C:2]1[CH:7]=[CH:6][C:5]([O:8][S:9]([C:12]2[CH:17]=[CH:16][C:15](F)=[CH:14][CH:13]=2)(=[O:11])=[O:10])=[CH:4][C:3]=1[N+:19]([O-:21])=[O:20].[CH:22]1([CH2:25][NH2:26])[CH2:24][CH2:23]1.O. (7) The reactants are: [NH2:1][C:2]1[CH:3]=[CH:4][C:5]([N+:12]([O-:14])=[O:13])=[C:6]([NH:8]C(=O)C)[CH:7]=1.Cl[C:16]1[CH:17]=[CH:18][C:19]([N+]([O-])=O)=[C:20]([CH:22]=1)N.[N-]=[N+]=[N-].[Na+].[C:30](Cl)([CH3:32])=O.[CH3:34][C:35](O)=O. Given the product [N+:12]([C:5]1[CH:4]=[CH:3][C:2]([N:1]2[CH:32]=[CH:30][C:35]([C:16]3[CH:17]=[CH:18][CH:19]=[CH:20][CH:22]=3)=[CH:34]2)=[CH:7][C:6]=1[NH2:8])([O-:14])=[O:13], predict the reactants needed to synthesize it. (8) Given the product [CH2:1]([O:8][C:9]([NH:11][C:12]12[CH2:22][C:16]3([CH3:23])[CH2:17][C:18]([O:21][C:29]([CH2:28][CH2:27][CH2:26][Br:25])=[O:30])([CH2:20][C:14]([CH3:24])([CH2:15]3)[CH2:13]1)[CH2:19]2)=[O:10])[C:2]1[CH:7]=[CH:6][CH:5]=[CH:4][CH:3]=1, predict the reactants needed to synthesize it. The reactants are: [CH2:1]([O:8][C:9]([NH:11][C:12]12[CH2:22][C:16]3([CH3:23])[CH2:17][C:18]([OH:21])([CH2:20][C:14]([CH3:24])([CH2:15]3)[CH2:13]1)[CH2:19]2)=[O:10])[C:2]1[CH:7]=[CH:6][CH:5]=[CH:4][CH:3]=1.[Br:25][CH2:26][CH2:27][CH2:28][C:29](Cl)=[O:30]. (9) The reactants are: [Cl:1][C:2]1[CH:3]=[C:4]2[C:8](=[CH:9][CH:10]=1)[N:7]([CH2:11][C:12]([O:14][C:15]([CH3:18])([CH3:17])[CH3:16])=[O:13])[C:6]([CH3:19])=[C:5]2[C:20]1[C:29]2[C:24](=[CH:25][CH:26]=[CH:27][CH:28]=2)[C:23](Cl)=[N:22][N:21]=1.[OH-:31].[Na+]. Given the product [Cl:1][C:2]1[CH:3]=[C:4]2[C:8](=[CH:9][CH:10]=1)[N:7]([CH2:11][C:12]([O:14][C:15]([CH3:17])([CH3:18])[CH3:16])=[O:13])[C:6]([CH3:19])=[C:5]2[C:20]1[C:29]2[C:24](=[CH:25][CH:26]=[CH:27][CH:28]=2)[C:23]([OH:31])=[N:22][N:21]=1, predict the reactants needed to synthesize it. (10) Given the product [C:32]([O:34][CH2:35][CH3:36])(=[O:33])[CH3:31].[CH3:12][CH2:13][CH2:6][CH:7]([CH3:10])[CH3:8].[C:8]([C:7]1[CH:10]=[C:11]([C:14]2[O:18][N:17]=[C:16]([C:19]3[CH:29]=[CH:28][C:22]4[CH2:23][CH2:24][N:25]([C:31]([CH3:40])([CH3:39])[C:32]([O:34][C:35]([CH3:38])([CH3:37])[CH3:36])=[O:33])[CH2:26][CH2:27][C:21]=4[CH:20]=3)[N:15]=2)[CH:12]=[CH:13][C:6]=1[O:5][CH:3]([CH3:2])[CH3:4])#[N:9], predict the reactants needed to synthesize it. The reactants are: Cl.[CH3:2][CH:3]([O:5][C:6]1[CH:13]=[CH:12][C:11]([C:14]2[O:18][N:17]=[C:16]([C:19]3[CH:29]=[CH:28][C:22]4[CH2:23][CH2:24][NH:25][CH2:26][CH2:27][C:21]=4[CH:20]=3)[N:15]=2)=[CH:10][C:7]=1[C:8]#[N:9])[CH3:4].Br[C:31]([CH3:40])([CH3:39])[C:32]([O:34][C:35]([CH3:38])([CH3:37])[CH3:36])=[O:33].C(=O)([O-])[O-].CN(C=O)C.